Task: Binary Classification. Given a drug SMILES string, predict its activity (active/inactive) in a high-throughput screening assay against a specified biological target.. Dataset: M1 muscarinic receptor antagonist screen with 61,756 compounds (1) The compound is O1c2cc(C(=O)N(CCC(OC)=O)c3ncccc3)ccc2OC1. The result is 0 (inactive). (2) The molecule is O=C(NC(C)(C)C)Cn1nnnc1c1nonc1N. The result is 0 (inactive). (3) The compound is O1C(CCC1)C(=O)Nc1cc(ccc1)c1oc(nn1)c1ccccc1. The result is 0 (inactive). (4) The drug is OC(Cn1c2c(nc1CO)cccc2)COc1ccccc1. The result is 0 (inactive). (5) The drug is OC(=O)CC(CNC(=O)c1c(OC)nccc1)c1ccccc1. The result is 0 (inactive). (6) The drug is s1c2n(nc1c1ccccc1)c(nn2)Cn1nnc2c1cccc2. The result is 0 (inactive). (7) The compound is Oc1c(C2(CCCCC2)C)cc(cc1CN1CCN(CC1)CCC#N)C. The result is 0 (inactive).